This data is from Full USPTO retrosynthesis dataset with 1.9M reactions from patents (1976-2016). The task is: Predict the reactants needed to synthesize the given product. (1) The reactants are: Cl.[Cl:2][CH2:3][CH2:4][CH2:5][NH2:6].[F:7][C:8]([F:31])([CH2:25][CH2:26][S:27](Cl)(=[O:29])=[O:28])[C:9]([F:24])([F:23])[C:10]([F:22])([F:21])[C:11]([F:20])([F:19])[C:12]([F:18])([F:17])[C:13]([F:16])([F:15])[F:14]. Given the product [C:13]([C:12]([C:11]([C:10]([C:9]([C:8]([CH2:25][CH2:26][S:27]([NH:6][CH2:5][CH2:4][CH2:3][Cl:2])(=[O:29])=[O:28])([F:7])[F:31])([F:24])[F:23])([F:22])[F:21])([F:20])[F:19])([F:18])[F:17])([F:16])([F:15])[F:14], predict the reactants needed to synthesize it. (2) Given the product [Cl:27][C:24]1[CH:25]=[CH:26][C:21]([NH:20][C:14]2[C:13]3[C:18](=[CH:19][C:10]([OH:9])=[C:11]([O:29][CH3:30])[CH:12]=3)[N:17]=[CH:16][N:15]=2)=[C:22]([F:28])[CH:23]=1, predict the reactants needed to synthesize it. The reactants are: Cl.C([O:9][C:10]1[CH:19]=[C:18]2[C:13]([C:14]([NH:20][C:21]3[CH:26]=[CH:25][C:24]([Cl:27])=[CH:23][C:22]=3[F:28])=[N:15][CH:16]=[N:17]2)=[CH:12][C:11]=1[O:29][CH3:30])C1C=CC=CC=1. (3) The reactants are: Br[C:2]1[C:12]2[O:11][CH2:10][CH2:9][N:8]([C:13]([O:15][C:16]([CH3:19])([CH3:18])[CH3:17])=[O:14])[CH2:7][C:6]=2[CH:5]=[CH:4][CH:3]=1.[F:20][C:21]([F:33])([F:32])[O:22][C:23]1[CH:28]=[CH:27][CH:26]=[CH:25][C:24]=1B(O)O.O. Given the product [F:20][C:21]([F:32])([F:33])[O:22][C:23]1[CH:28]=[CH:27][CH:26]=[CH:25][C:24]=1[C:2]1[C:12]2[O:11][CH2:10][CH2:9][N:8]([C:13]([O:15][C:16]([CH3:19])([CH3:18])[CH3:17])=[O:14])[CH2:7][C:6]=2[CH:5]=[CH:4][CH:3]=1, predict the reactants needed to synthesize it. (4) Given the product [C:23]([O:22][C:20]([NH:11][C:9]1[CH:8]=[CH:7][CH:3]=[CH:2][C:44]=1[C:45]([OH:40])=[O:30])=[O:21])([CH3:24])([CH3:25])[CH3:26], predict the reactants needed to synthesize it. The reactants are: C[C:2]1C=[C:9]([NH2:11])[CH:8]=[CH:7][C:3]=1C(O)=O.[C:23]([O:22][C:20](O[C:20]([O:22][C:23]([CH3:26])([CH3:25])[CH3:24])=[O:21])=[O:21])([CH3:26])([CH3:25])[CH3:24].C(O)(=O)CC(CC(O)=O)(C(O)=O)[OH:30].[O:40]1[CH2:45][CH2:44]OCC1. (5) Given the product [CH2:1]([N:8]1[C:12]([CH2:13][CH2:14][CH2:15][CH3:16])=[CH:11][N:10]=[N:9]1)[C:2]1[CH:7]=[CH:6][CH:5]=[CH:4][CH:3]=1, predict the reactants needed to synthesize it. The reactants are: [CH2:1]([N:8]=[N+:9]=[N-:10])[C:2]1[CH:7]=[CH:6][CH:5]=[CH:4][CH:3]=1.[CH:11]#[C:12][CH2:13][CH2:14][CH2:15][CH3:16]. (6) Given the product [C:15]([CH2:14][CH:13]([N:11]1[CH:12]=[C:8]([C:6]2[C:5]([O:20][CH3:21])=[CH:4][N:3]=[C:2]([NH:22][C:23]3[CH:24]=[C:25]([CH:29]=[CH:30][CH:31]=3)[C:26]([OH:28])=[O:27])[N:7]=2)[CH:9]=[N:10]1)[CH:17]1[CH2:19][CH2:18]1)#[N:16], predict the reactants needed to synthesize it. The reactants are: Cl[C:2]1[N:7]=[C:6]([C:8]2[CH:9]=[N:10][N:11]([CH:13]([CH:17]3[CH2:19][CH2:18]3)[CH2:14][C:15]#[N:16])[CH:12]=2)[C:5]([O:20][CH3:21])=[CH:4][N:3]=1.[NH2:22][C:23]1[CH:24]=[C:25]([CH:29]=[CH:30][CH:31]=1)[C:26]([OH:28])=[O:27].C1(C)C=CC(S(O)(=O)=O)=CC=1.O1CCOCC1. (7) The reactants are: O.C[N+]1([O-])CC[O:6]CC1.[CH2:10]([O:12][C:13](=[O:26])[CH2:14][C:15]1[C:19]2[CH:20]=[CH:21]C(C=C)=[CH:23][C:18]=2[S:17][CH:16]=1)[CH3:11].[CH3:27][C:28]([CH3:30])=[O:29].CC#N. Given the product [CH2:10]([O:12][C:13](=[O:26])[CH2:14][C:15]1[C:19]2[CH:20]=[CH:21][C:27]([CH:28]([OH:29])[CH2:30][OH:6])=[CH:23][C:18]=2[S:17][CH:16]=1)[CH3:11], predict the reactants needed to synthesize it. (8) Given the product [F:32][C:2]([F:1])([F:31])[C:3]1[C:11]2[S:10][C:9](=[N:12][C:13](=[O:24])[C:14]3[CH:19]=[CH:18][CH:17]=[C:16]([C:20]([F:22])([F:23])[F:21])[CH:15]=3)[N:8]([CH2:25][C:26]([OH:28])=[O:27])[C:7]=2[CH:6]=[CH:5][CH:4]=1, predict the reactants needed to synthesize it. The reactants are: [F:1][C:2]([F:32])([F:31])[C:3]1[C:11]2[S:10][C:9](=[N:12][C:13](=[O:24])[C:14]3[CH:19]=[CH:18][CH:17]=[C:16]([C:20]([F:23])([F:22])[F:21])[CH:15]=3)[N:8]([CH2:25][C:26]([O:28]CC)=[O:27])[C:7]=2[CH:6]=[CH:5][CH:4]=1.[OH-].[Na+]. (9) The reactants are: [CH2:1]=[CH:2][CH:3]=[CH2:4].[Cl:5][C:6]1[CH:16]=[C:15]([F:17])[CH:14]=[CH:13][C:7]=1[CH:8]=[CH:9][N+:10]([O-:12])=[O:11]. Given the product [Cl:5][C:6]1[CH:16]=[C:15]([F:17])[CH:14]=[CH:13][C:7]=1[C@H:8]1[C@H:9]([N+:10]([O-:12])=[O:11])[CH2:4][CH:3]=[CH:2][CH2:1]1, predict the reactants needed to synthesize it.